Dataset: Catalyst prediction with 721,799 reactions and 888 catalyst types from USPTO. Task: Predict which catalyst facilitates the given reaction. (1) Reactant: [Cl:1][C:2]1[CH:3]=[N:4][CH:5]=[C:6]([Cl:27])[C:7]=1[NH:8][C:9]1[NH:10][C:11]2[C:17]3[CH2:18][C:19]([CH3:22])([CH3:21])[O:20][C:16]=3[C:15]([C:23]([O:25]C)=O)=[CH:14][C:12]=2[N:13]=1.[F:28][C:29]1[CH:35]=[C:34]([F:36])[C:33]([F:37])=[CH:32][C:30]=1[NH2:31].C[Al](C)C. Product: [Cl:1][C:2]1[CH:3]=[N:4][CH:5]=[C:6]([Cl:27])[C:7]=1[NH:8][C:9]1[NH:10][C:11]2[C:17]3[CH2:18][C:19]([CH3:21])([CH3:22])[O:20][C:16]=3[C:15]([C:23]([NH:31][C:30]3[CH:32]=[C:33]([F:37])[C:34]([F:36])=[CH:35][C:29]=3[F:28])=[O:25])=[CH:14][C:12]=2[N:13]=1. The catalyst class is: 11. (2) Reactant: [CH2:1]([N:8]1[C:16]2[C:11](=[C:12]([C:17]3[CH:22]=[CH:21][C:20]([C:23]([F:26])([F:25])[F:24])=[CH:19][CH:18]=3)[CH:13]=[CH:14][CH:15]=2)[C:10]([C:27](=[O:33])[C:28]([O:30]CC)=[O:29])=[CH:9]1)[C:2]1[CH:7]=[CH:6][CH:5]=[CH:4][CH:3]=1.[OH-].[K+]. Product: [CH2:1]([N:8]1[C:16]2[C:11](=[C:12]([C:17]3[CH:22]=[CH:21][C:20]([C:23]([F:26])([F:24])[F:25])=[CH:19][CH:18]=3)[CH:13]=[CH:14][CH:15]=2)[C:10]([C:27](=[O:33])[C:28]([OH:30])=[O:29])=[CH:9]1)[C:2]1[CH:3]=[CH:4][CH:5]=[CH:6][CH:7]=1. The catalyst class is: 20.